Dataset: Forward reaction prediction with 1.9M reactions from USPTO patents (1976-2016). Task: Predict the product of the given reaction. (1) Given the reactants [N+:1]([C:4]1[CH:9]=[CH:8][CH:7]=[CH:6][C:5]=1[S:10][C:11]1[CH:20]=[CH:19][CH:18]=[CH:17][C:12]=1[C:13]([O:15][CH3:16])=[O:14])([O-])=O, predict the reaction product. The product is: [NH2:1][C:4]1[CH:9]=[CH:8][CH:7]=[CH:6][C:5]=1[S:10][C:11]1[CH:20]=[CH:19][CH:18]=[CH:17][C:12]=1[C:13]([O:15][CH3:16])=[O:14]. (2) The product is: [CH3:3][C:4]1[C:13]([CH3:14])=[C:12]([C:22]([O:24][CH2:25][CH2:26][CH3:27])=[O:23])[C:11]2[C:6](=[C:7]([F:20])[CH:8]=[C:9]([C:16]([CH3:19])([CH3:18])[CH3:17])[CH:10]=2)[N:5]=1. Given the reactants [H-].[Na+].[CH3:3][C:4]1[C:13]([CH3:14])=[C:12](O)[C:11]2[C:6](=[C:7]([F:20])[CH:8]=[C:9]([C:16]([CH3:19])([CH3:18])[CH3:17])[CH:10]=2)[N:5]=1.Cl[C:22]([O:24][CH2:25][CH2:26][CH3:27])=[O:23], predict the reaction product. (3) Given the reactants [CH3:1][C:2]1[S:6][C:5]2=[C:7](C(=O)C)[C:8]([CH3:10])=[N:9][N:4]2[CH:3]=1.[N:14]([O-])=O.[Na+].[OH-].[Na+], predict the reaction product. The product is: [CH3:1][C:2]1[S:6][C:5]2=[C:7]([NH2:14])[C:8]([CH3:10])=[N:9][N:4]2[CH:3]=1. (4) Given the reactants F[C:2]1[CH:3]=[CH:4][C:5]([N+:9]([O-:11])=[O:10])=[C:6]([CH3:8])[CH:7]=1.C(=O)([O-])[O-].[K+].[K+].[NH:18]1[CH2:22][CH2:21][CH:20]([OH:23])[CH2:19]1, predict the reaction product. The product is: [CH3:8][C:6]1[CH:7]=[C:2]([N:18]2[CH2:22][CH2:21][CH:20]([OH:23])[CH2:19]2)[CH:3]=[CH:4][C:5]=1[N+:9]([O-:11])=[O:10]. (5) Given the reactants Cl.CN(C)CCCN=C=NCC.[Br:13][C:14]1[CH:22]=[CH:21][C:17]([C:18]([OH:20])=O)=[CH:16][N:15]=1.[C:23]1([S:33]([NH2:36])(=[O:35])=[O:34])[C:24]([S:29]([NH2:32])(=[O:31])=[O:30])=[CH:25][CH:26]=[CH:27][CH:28]=1.O, predict the reaction product. The product is: [Br:13][C:14]1[CH:22]=[CH:21][C:17]([C:18]([NH:36][S:33]([C:23]2[CH:28]=[CH:27][CH:26]=[CH:25][C:24]=2[S:29](=[O:31])(=[O:30])[NH2:32])(=[O:35])=[O:34])=[O:20])=[CH:16][N:15]=1.